Regression/Classification. Given a drug SMILES string, predict its toxicity properties. Task type varies by dataset: regression for continuous values (e.g., LD50, hERG inhibition percentage) or binary classification for toxic/non-toxic outcomes (e.g., AMES mutagenicity, cardiotoxicity, hepatotoxicity). Dataset: ld50_zhu. From a dataset of Acute oral toxicity (LD50) regression data from Zhu et al.. (1) The rat oral LD50 is 2.46, given as -log10 of the dose in mol/kg body weight (higher means more acutely toxic). The molecule is CCCSc1cc(Oc2ccc([N+](=O)[O-])cc2)ccc1Cl. (2) The molecule is O=P1(NCCCl)OCCCN1CCCl. The rat oral LD50 is 3.26, given as -log10 of the dose in mol/kg body weight (higher means more acutely toxic). (3) The compound is CCCCCCCCOC(=O)c1cc(O)c(O)c(O)c1. The rat oral LD50 is 2.16, given as -log10 of the dose in mol/kg body weight (higher means more acutely toxic). (4) The molecule is N#Cc1ccc(F)cc1C#N. The rat oral LD50 is 4.02, given as -log10 of the dose in mol/kg body weight (higher means more acutely toxic). (5) The drug is COC(=O)c1cc(C(=O)OC)cc([N+](=O)[O-])c1. The rat oral LD50 is 1.38, given as -log10 of the dose in mol/kg body weight (higher means more acutely toxic). (6) The drug is N#CCCOCCCCOCCC#N. The rat oral LD50 is 1.69, given as -log10 of the dose in mol/kg body weight (higher means more acutely toxic). (7) The molecule is CCC(C)N1C(=O)c2ccccc2C1=O. The rat oral LD50 is 2.24, given as -log10 of the dose in mol/kg body weight (higher means more acutely toxic). (8) The drug is CCCCN(CC)c1c([N+](=O)[O-])cc(C(F)(F)F)cc1[N+](=O)[O-]. The rat oral LD50 is 1.52, given as -log10 of the dose in mol/kg body weight (higher means more acutely toxic). (9) The rat oral LD50 is 2.84, given as -log10 of the dose in mol/kg body weight (higher means more acutely toxic). The drug is O=P(OCC(Br)CBr)(OCC(Br)CBr)OCC(Br)CBr. (10) The compound is CCOP(=S)(OCC)OC(C)C. The rat oral LD50 is 2.33, given as -log10 of the dose in mol/kg body weight (higher means more acutely toxic).